From a dataset of Forward reaction prediction with 1.9M reactions from USPTO patents (1976-2016). Predict the product of the given reaction. (1) Given the reactants CN(C=O)C.[CH3:6][O:7][C:8]1[C:17]2[O:16][CH2:15][C:14](=[O:18])[NH:13][C:12]=2[CH:11]=[C:10]([CH:19]=[O:20])[CH:9]=1.C(=O)([O-])[O-].[K+].[K+].[F:27][CH2:28][CH2:29]I, predict the reaction product. The product is: [F:27][CH2:28][CH2:29][N:13]1[C:12]2[CH:11]=[C:10]([CH:19]=[O:20])[CH:9]=[C:8]([O:7][CH3:6])[C:17]=2[O:16][CH2:15][C:14]1=[O:18]. (2) Given the reactants [CH2:1]([O:8][C:9]1[CH:10]=[CH:11][C:12]2[O:16][C:15]([CH2:17][NH2:18])=[CH:14][C:13]=2[CH:19]=1)[C:2]1[CH:7]=[CH:6][CH:5]=[CH:4][CH:3]=1.[NH2:20][C:21]1[N:29]=[C:28]([CH2:30][O:31][CH3:32])[CH:27]=[CH:26][C:22]=1[C:23](O)=[O:24].C(N(CC)CC)C.F[P-](F)(F)(F)(F)F.N1(O[P+](N(C)C)(N(C)C)N(C)C)C2C=CC=CC=2N=N1, predict the reaction product. The product is: [NH2:20][C:21]1[N:29]=[C:28]([CH2:30][O:31][CH3:32])[CH:27]=[CH:26][C:22]=1[C:23]([NH:18][CH2:17][C:15]1[O:16][C:12]2[CH:11]=[CH:10][C:9]([O:8][CH2:1][C:2]3[CH:3]=[CH:4][CH:5]=[CH:6][CH:7]=3)=[CH:19][C:13]=2[CH:14]=1)=[O:24]. (3) Given the reactants [CH2:1]([C@H:8]1[CH2:12][O:11][C:10](=[O:13])[NH:9]1)[C:2]1[CH:7]=[CH:6][CH:5]=[CH:4][CH:3]=1.CCCCCC.C([Li])CCC.[CH2:25]([O:27][CH2:28][C:29](Cl)=[O:30])[CH3:26].[Cl-].[Na+], predict the reaction product. The product is: [CH2:25]([O:27][CH2:28][C:29]([N:9]1[CH:8]([CH2:1][C:2]2[CH:3]=[CH:4][CH:5]=[CH:6][CH:7]=2)[CH2:12][O:11][C:10]1=[O:13])=[O:30])[CH3:26]. (4) Given the reactants [F:1][C:2]1[CH:7]=[CH:6][C:5]([C:8]2[CH:9]=[C:10]3[C:15](=[CH:16][CH:17]=2)[CH:14]=[C:13]([S:18]([C:21]2[C:26](/[CH:27]=[N:28]/[S:29]([C:31]([CH3:34])([CH3:33])[CH3:32])=[O:30])=[CH:25][CH:24]=[CH:23][N:22]=2)(=[O:20])=[O:19])[CH:12]=[CH:11]3)=[CH:4][CH:3]=1.[BH4-].[Na+].O, predict the reaction product. The product is: [F:1][C:2]1[CH:7]=[CH:6][C:5]([C:8]2[CH:9]=[C:10]3[C:15](=[CH:16][CH:17]=2)[CH:14]=[C:13]([S:18]([C:21]2[C:26]([CH2:27][NH:28][S:29]([C:31]([CH3:34])([CH3:33])[CH3:32])=[O:30])=[CH:25][CH:24]=[CH:23][N:22]=2)(=[O:20])=[O:19])[CH:12]=[CH:11]3)=[CH:4][CH:3]=1.